Task: Predict the reaction yield, written as a fraction of the theoretical maximum amount of product (1.0 means a 100% yield; for example, 0.34 means a 34% yield).. Dataset: Reaction yield outcomes from USPTO patents with 853,638 reactions (1) The reactants are Cl[C:2]1[C:7]([N+:8]([O-:10])=[O:9])=[CH:6][N:5]=[C:4]2[CH2:11][CH2:12][CH2:13][C:3]=12.[F:14][C:15]([F:31])([F:30])[C@H:16]1[CH2:21][NH:20][CH2:19][C@@H:18]([NH:22][C:23](=[O:29])[O:24][C:25]([CH3:28])([CH3:27])[CH3:26])[CH2:17]1.CCN(C(C)C)C(C)C. The catalyst is C(O)CCC. The product is [N+:8]([C:7]1[C:2]([N:20]2[CH2:21][C@H:16]([C:15]([F:31])([F:30])[F:14])[CH2:17][C@H:18]([NH:22][C:23](=[O:29])[O:24][C:25]([CH3:27])([CH3:26])[CH3:28])[CH2:19]2)=[C:3]2[CH2:13][CH2:12][CH2:11][C:4]2=[N:5][CH:6]=1)([O-:10])=[O:9]. The yield is 0.620. (2) The reactants are [CH2:1]([N:8]1[CH:12]=[C:11]([C:13]2[S:14][C:15]([C:19]([O:21]CC)=[O:20])=[C:16]([CH3:18])[N:17]=2)[N:10]=[N:9]1)[C:2]1[CH:7]=[CH:6]C=CC=1.C1(CN2C=C(C3SC(C(OCC)=O)=C(C)N=3)N=N2)CC1. No catalyst specified. The product is [CH:2]1([CH2:1][N:8]2[CH:12]=[C:11]([C:13]3[S:14][C:15]([C:19]([OH:21])=[O:20])=[C:16]([CH3:18])[N:17]=3)[N:10]=[N:9]2)[CH2:7][CH2:6]1. The yield is 0.990. (3) The reactants are [N:1]1[C:14]2[C:5](=[C:6]3[C:11](=[CH:12][CH:13]=2)[CH2:10][CH2:9][C@H:8]([CH2:15][OH:16])[O:7]3)[CH:4]=[CH:3][CH:2]=1.[C:17]1([CH3:27])[CH:22]=[CH:21][C:20]([S:23](Cl)(=[O:25])=[O:24])=[CH:19][CH:18]=1. The catalyst is N1C=CC=CC=1. The product is [N:1]1[C:14]2[C:5](=[C:6]3[C:11](=[CH:12][CH:13]=2)[CH2:10][CH2:9][C@H:8]([CH2:15][O:16][S:23]([C:20]2[CH:21]=[CH:22][C:17]([CH3:27])=[CH:18][CH:19]=2)(=[O:25])=[O:24])[O:7]3)[CH:4]=[CH:3][CH:2]=1. The yield is 0.950. (4) The reactants are [OH:1][C:2]([C:4]([F:15])([F:14])[CH:5]([O:8][C:9](=[O:13])[C:10]([CH3:12])=[CH2:11])[CH2:6][CH3:7])=[O:3].C1COCC1.C(N(CC)CC)C.Cl[C:29]1([CH3:34])[CH2:33][CH2:32][CH2:31][CH2:30]1. The catalyst is O. The product is [CH3:34][C:29]1([O:3][C:2]([C:4]([F:14])([F:15])[CH:5]([O:8][C:9](=[O:13])[C:10]([CH3:12])=[CH2:11])[CH2:6][CH3:7])=[O:1])[CH2:33][CH2:32][CH2:31][CH2:30]1. The yield is 0.830. (5) The reactants are [NH2:1][C@H:2]1[CH2:7][CH2:6][C@H:5]([NH:8][C:9]2[CH:10]=[C:11]([N:28]([CH:38]3[CH2:40][CH2:39]3)CC3C=CC(OC)=CC=3)[C:12]3[N:13]([C:15]([C:18]([NH:20][C:21]4[CH:26]=[CH:25][N:24]=[C:23]([F:27])[CH:22]=4)=[O:19])=[CH:16][N:17]=3)[N:14]=2)[CH2:4][CH2:3]1.CCN(C(C)C)C(C)C.Br[CH2:51][CH2:52][OH:53].C(O)(C(F)(F)F)=O. The catalyst is CC#N.CO. The product is [CH:38]1([NH:28][C:11]2[C:12]3[N:13]([C:15]([C:18]([NH:20][C:21]4[CH:26]=[CH:25][N:24]=[C:23]([F:27])[CH:22]=4)=[O:19])=[CH:16][N:17]=3)[N:14]=[C:9]([NH:8][C@H:5]3[CH2:4][CH2:3][C@H:2]([NH:1][CH2:51][CH2:52][OH:53])[CH2:7][CH2:6]3)[CH:10]=2)[CH2:40][CH2:39]1. The yield is 0.289. (6) The catalyst is ClC(F)(F)C(O)=O. The yield is 0.570. The product is [CH2:3]([N:4]1[C:17]2[C:8](=[C:9]3[C:14](=[CH:15][CH:16]=2)[N:13]=[C:12]([O:18][CH:19]([CH3:21])[CH3:20])[CH:11]=[C:10]3[C:22]([F:24])([F:25])[F:23])[O:7][CH2:6][C@H:5]1[CH3:26])[CH3:2]. The reactants are Cl[C:2](F)(F)[CH2:3][N:4]1[C:17]2[C:8](=[C:9]3[C:14](=[CH:15][CH:16]=2)[N:13]=[C:12]([O:18][CH:19]([CH3:21])[CH3:20])[CH:11]=[C:10]3[C:22]([F:25])([F:24])[F:23])[O:7][CH2:6][C@H:5]1[CH:26](C)C.[BH4-].[Na+]. (7) The reactants are [NH2:1][C:2]1[CH:3]=[C:4]([C:13]([F:16])([F:15])[F:14])[C:5]([C:8]([CH3:12])([CH3:11])[C:9]#[N:10])=[N:6][CH:7]=1.[CH2:17]([O:19][C:20]1[C:25](=[O:26])[NH:24][CH:23]=[C:22]([C:27]2[CH:32]=[CH:31][C:30]([CH2:33][C:34](O)=[O:35])=[C:29]([F:37])[CH:28]=2)[CH:21]=1)[CH3:18].C1C=CC2N(O)N=NC=2C=1.C(Cl)C[Cl:50].CCN(CC)CC. The catalyst is CN(C=O)C. The product is [ClH:50].[C:9]([C:8]([C:5]1[N:6]=[CH:7][C:2]([NH:1][C:34](=[O:35])[CH2:33][C:30]2[CH:31]=[CH:32][C:27]([C:22]3[CH:21]=[C:20]([O:19][CH2:17][CH3:18])[C:25](=[O:26])[NH:24][CH:23]=3)=[CH:28][C:29]=2[F:37])=[CH:3][C:4]=1[C:13]([F:16])([F:14])[F:15])([CH3:12])[CH3:11])#[N:10]. The yield is 0.264. (8) The reactants are [Cl:1][C:2]1[CH:22]=[C:21]([Cl:23])[CH:20]=[CH:19][C:3]=1[O:4][C:5]1[C:10]([CH2:11][CH2:12][CH2:13][OH:14])=[CH:9][CH:8]=[C:7]([O:15][CH:16]([CH3:18])[CH3:17])[N:6]=1.[CH2:24]([N:31]1[CH:35]=[C:34]([CH2:36][C:37]([O:39]C)=[O:38])[C:33](O)=[N:32]1)[C:25]1[CH:30]=[CH:29][CH:28]=[CH:27][CH:26]=1.C(P(CCCC)CCCC)CCC.N(C(N1CCCCC1)=O)=NC(N1CCCCC1)=O.O1CCCC1CO.[OH-].[Na+].Cl. The catalyst is O1CCCC1. The product is [CH2:24]([N:31]1[CH:35]=[C:34]([CH2:36][C:37]([OH:39])=[O:38])[C:33]([O:14][CH2:13][CH2:12][CH2:11][C:10]2[C:5]([O:4][C:3]3[CH:19]=[CH:20][C:21]([Cl:23])=[CH:22][C:2]=3[Cl:1])=[N:6][C:7]([O:15][CH:16]([CH3:18])[CH3:17])=[CH:8][CH:9]=2)=[N:32]1)[C:25]1[CH:30]=[CH:29][CH:28]=[CH:27][CH:26]=1. The yield is 0.710. (9) The reactants are Cl.[CH3:2][O:3][C:4](=[O:22])/[CH:5]=[CH:6]/[C:7]1[CH:8]=[C:9]2[C:18](=[CH:19][CH:20]=1)[O:17][C:12]1([CH2:16][CH2:15][NH:14][CH2:13]1)[CH2:11][C:10]2=[O:21].[CH3:23][N:24]1[C:32]2[C:27](=[CH:28][CH:29]=[CH:30][CH:31]=2)[C:26]([CH:33]=O)=[CH:25]1.[BH-](OC(C)=O)(OC(C)=O)OC(C)=O.[Na+]. The catalyst is C([O-])([O-])=O.[Na+].[Na+]. The product is [CH3:2][O:3][C:4](=[O:22])/[CH:5]=[CH:6]/[C:7]1[CH:8]=[C:9]2[C:18](=[CH:19][CH:20]=1)[O:17][C:12]1([CH2:16][CH2:15][N:14]([CH2:33][C:26]3[C:27]4[C:32](=[CH:31][CH:30]=[CH:29][CH:28]=4)[N:24]([CH3:23])[CH:25]=3)[CH2:13]1)[CH2:11][C:10]2=[O:21]. The yield is 0.420.